Dataset: Full USPTO retrosynthesis dataset with 1.9M reactions from patents (1976-2016). Task: Predict the reactants needed to synthesize the given product. (1) Given the product [CH3:30][C:21]1[CH:20]=[C:19]([O:7][C:1]2[CH:6]=[CH:5][CH:4]=[CH:3][CH:2]=2)[C:28]2[CH2:27][CH2:26][CH2:25][CH:24]([OH:29])[C:23]=2[N:22]=1, predict the reactants needed to synthesize it. The reactants are: [C:1]1([OH:7])[CH:6]=[CH:5][CH:4]=[CH:3][CH:2]=1.C[Si]([N-][Si](C)(C)C)(C)C.[Na+].Cl[C:19]1[C:28]2[CH2:27][CH2:26][CH2:25][CH:24]([OH:29])[C:23]=2[N:22]=[C:21]([CH3:30])[CH:20]=1.[OH-].[Na+]. (2) Given the product [N+:11]([C:8]1[CH:9]=[CH:10][C:5]2[S:4][CH2:3][CH2:2][N:14]([CH:15]3[CH2:20][CH2:19][N:18]([C:21]([O:23][C:24]([CH3:27])([CH3:26])[CH3:25])=[O:22])[CH2:17][CH2:16]3)[C:6]=2[CH:7]=1)([O-:13])=[O:12], predict the reactants needed to synthesize it. The reactants are: I[CH2:2][CH2:3][S:4][C:5]1[CH:10]=[CH:9][C:8]([N+:11]([O-:13])=[O:12])=[CH:7][C:6]=1[NH:14][CH:15]1[CH2:20][CH2:19][N:18]([C:21]([O:23][C:24]([CH3:27])([CH3:26])[CH3:25])=[O:22])[CH2:17][CH2:16]1.C(=O)([O-])[O-].[K+].[K+]. (3) The reactants are: [NH2:1][CH2:2][CH2:3][CH2:4][CH2:5][CH2:6][C:7]([N:9]1[CH2:13][CH:12]([OH:14])[CH2:11][CH:10]1[CH:15]([C:34]1[CH:39]=[CH:38][CH:37]=[CH:36][CH:35]=1)[O:16][CH:17]([C:26]1[CH:31]=[CH:30][C:29]([O:32][CH3:33])=[CH:28][CH:27]=1)[C:18]1[CH:23]=[CH:22][C:21]([O:24][CH3:25])=[CH:20][CH:19]=1)=[O:8].N1C=CC=CC=1.C1(=O)N(N[C:52]([O:54][CH2:55][CH:56]([O:77][CH2:78][CH2:79][CH2:80][CH2:81][CH2:82][CH2:83][CH2:84][CH2:85][CH2:86][CH2:87][CH2:88][CH2:89][CH2:90][CH2:91][CH2:92][CH2:93][CH2:94][CH3:95])[CH2:57][O:58][CH2:59][CH2:60][CH2:61][CH2:62][CH2:63][CH2:64][CH2:65][CH2:66][CH2:67][CH2:68][CH2:69][CH2:70][CH2:71][CH2:72][CH2:73][CH2:74][CH2:75][CH3:76])=[O:53])C(=O)CC1.CO.C(Cl)(Cl)Cl. Given the product [CH2:78]([O:77][CH:56]([CH2:57][O:58][CH2:59][CH2:60][CH2:61][CH2:62][CH2:63][CH2:64][CH2:65][CH2:66][CH2:67][CH2:68][CH2:69][CH2:70][CH2:71][CH2:72][CH2:73][CH2:74][CH2:75][CH3:76])[CH2:55][O:54][C:52](=[O:53])[NH:1][CH2:2][CH2:3][CH2:4][CH2:5][CH2:6][C:7]([N:9]1[CH2:13][CH:12]([OH:14])[CH2:11][CH:10]1[CH:15]([C:34]1[CH:39]=[CH:38][CH:37]=[CH:36][CH:35]=1)[O:16][CH:17]([C:26]1[CH:31]=[CH:30][C:29]([O:32][CH3:33])=[CH:28][CH:27]=1)[C:18]1[CH:23]=[CH:22][C:21]([O:24][CH3:25])=[CH:20][CH:19]=1)=[O:8])[CH2:79][CH2:80][CH2:81][CH2:82][CH2:83][CH2:84][CH2:85][CH2:86][CH2:87][CH2:88][CH2:89][CH2:90][CH2:91][CH2:92][CH2:93][CH2:94][CH3:95], predict the reactants needed to synthesize it. (4) Given the product [CH3:1][N:2]1[CH:7]([C:8]2[CH:15]=[CH:14][C:11]([C:12]#[N:13])=[CH:10][C:9]=2[S:16]([CH3:17])=[O:38])[C:6]2[C:18](=[O:21])[CH2:19][CH2:20][C:5]=2[N:4]([C:22]2[CH:27]=[CH:26][CH:25]=[C:24]([C:28]([F:30])([F:31])[F:29])[CH:23]=2)[C:3]1=[O:32], predict the reactants needed to synthesize it. The reactants are: [CH3:1][N:2]1[CH:7]([C:8]2[CH:15]=[CH:14][C:11]([C:12]#[N:13])=[CH:10][C:9]=2[S:16][CH3:17])[C:6]2[C:18](=[O:21])[CH2:19][CH2:20][C:5]=2[N:4]([C:22]2[CH:27]=[CH:26][CH:25]=[C:24]([C:28]([F:31])([F:30])[F:29])[CH:23]=2)[C:3]1=[O:32].ClC1C=C(C=CC=1)C(OO)=[O:38]. (5) Given the product [CH:3]([O:6][C:7]1[CH:16]=[CH:15][C:10]([C:11]([OH:13])=[O:12])=[CH:9][C:8]=1[CH3:17])([CH3:5])[CH3:4], predict the reactants needed to synthesize it. The reactants are: [OH-].[Li+].[CH:3]([O:6][C:7]1[CH:16]=[CH:15][C:10]([C:11]([O:13]C)=[O:12])=[CH:9][C:8]=1[CH3:17])([CH3:5])[CH3:4]. (6) Given the product [Cl:1][C:2]1[CH:3]=[C:4]([N:9]2[CH2:14][CH2:13][O:12][CH2:11][CH2:10]2)[CH:5]=[C:6]([Cl:8])[C:7]=1[CH:23]=[O:24], predict the reactants needed to synthesize it. The reactants are: [Cl:1][C:2]1[CH:3]=[C:4]([N:9]2[CH2:14][CH2:13][O:12][CH2:11][CH2:10]2)[CH:5]=[C:6]([Cl:8])[CH:7]=1.[Li]C(CC)C.CN([CH:23]=[O:24])C. (7) Given the product [Si:1]([O:18][CH:19]1[CH2:25][C:26]2[C:27]([O:36][CH3:37])=[C:28]([O:34][CH3:35])[C:29]([O:32][CH3:33])=[CH:30][C:31]=2[C:22](=[O:24])[CH2:21][CH2:20]1)([C:14]([CH3:16])([CH3:17])[CH3:15])([C:2]1[CH:7]=[CH:6][CH:5]=[CH:4][CH:3]=1)[C:8]1[CH:13]=[CH:12][CH:11]=[CH:10][CH:9]=1, predict the reactants needed to synthesize it. The reactants are: [Si:1]([O:18][CH:19]([CH2:25][C:26]1[CH:31]=[CH:30][C:29]([O:32][CH3:33])=[C:28]([O:34][CH3:35])[C:27]=1[O:36][CH3:37])[CH2:20][CH2:21][C:22]([OH:24])=O)([C:14]([CH3:17])([CH3:16])[CH3:15])([C:8]1[CH:13]=[CH:12][CH:11]=[CH:10][CH:9]=1)[C:2]1[CH:7]=[CH:6][CH:5]=[CH:4][CH:3]=1.C(Cl)(=O)C(Cl)=O.